The task is: Predict the product of the given reaction.. This data is from Forward reaction prediction with 1.9M reactions from USPTO patents (1976-2016). (1) The product is: [CH2:43]([O:50][C:51](=[O:65])[N:52]([C@@H:55]1[CH2:63][C:62]2[C:57](=[CH:58][CH:59]=[C:60]([N:79]=[C:66]([C:67]3[CH:72]=[CH:71][CH:70]=[CH:69][CH:68]=3)[C:73]3[CH:78]=[CH:77][CH:76]=[CH:75][CH:74]=3)[CH:61]=2)[CH2:56]1)[CH2:53][CH3:54])[C:44]1[CH:49]=[CH:48][CH:47]=[CH:46][CH:45]=1. Given the reactants C1(P(C2CCCCC2)C2C=CC=CC=2C2C(C(C)C)=CC(C(C)C)=CC=2C(C)C)CCCCC1.CC(C)([O-])C.[Na+].N#N.[CH2:43]([O:50][C:51](=[O:65])[N:52]([C@@H:55]1[CH2:63][C:62]2[C:57](=[CH:58][CH:59]=[C:60](Br)[CH:61]=2)[CH2:56]1)[CH2:53][CH3:54])[C:44]1[CH:49]=[CH:48][CH:47]=[CH:46][CH:45]=1.[C:66](=[NH:79])([C:73]1[CH:78]=[CH:77][CH:76]=[CH:75][CH:74]=1)[C:67]1[CH:72]=[CH:71][CH:70]=[CH:69][CH:68]=1, predict the reaction product. (2) Given the reactants [Br:1][C:2]1[CH:11]=[CH:10][C:9]([C:12]([F:15])([F:14])[F:13])=[CH:8][C:3]=1[CH2:4][NH:5][CH2:6][CH3:7].Cl[C:17]([O:19][CH2:20][C:21]1[CH:26]=[CH:25][C:24]([F:27])=[CH:23][CH:22]=1)=[O:18], predict the reaction product. The product is: [F:27][C:24]1[CH:23]=[CH:22][C:21]([CH2:20][O:19][C:17](=[O:18])[N:5]([CH2:4][C:3]2[CH:8]=[C:9]([C:12]([F:13])([F:14])[F:15])[CH:10]=[CH:11][C:2]=2[Br:1])[CH2:6][CH3:7])=[CH:26][CH:25]=1. (3) Given the reactants Cl.[CH2:2]([N:4]=[C:5]=[N:6][CH2:7][CH2:8]CN(C)C)[CH3:3].[CH3:13][C@H:14]([C:27]([OH:29])=[O:28])[C:15]1[CH:16]=[CH:17][C:18]2[CH:19]=[C:20]([O:25][CH3:26])[CH:21]=[CH:22][C:23]=2[CH:24]=1, predict the reaction product. The product is: [CH3:26][O:25][C:20]1[CH:19]=[C:18]2[C:23](=[CH:22][CH:21]=1)[CH:24]=[C:15]([CH:14]([CH3:13])[C:27]([O:29][CH2:8][CH2:7][N:6]1[CH:3]=[CH:2][N:4]=[C:5]1[C:15]1[CH:16]=[CH:17][CH:18]=[CH:23][CH:24]=1)=[O:28])[CH:16]=[CH:17]2. (4) The product is: [C:69]([O:68][C:66]([N:63]1[CH2:64][CH2:65][C:60]([C:18]2[N:14]([C:11]3[CH:12]=[CH:13][C:8]([O:1][C:2]4[CH:7]=[CH:6][CH:5]=[CH:4][CH:3]=4)=[CH:9][CH:10]=3)[N:15]=[C:16]([C:27]([O:29][CH2:30][CH3:31])=[O:28])[CH:17]=2)=[CH:61][CH2:62]1)=[O:67])([CH3:72])([CH3:70])[CH3:71]. Given the reactants [O:1]([C:8]1[CH:13]=[CH:12][C:11]([N:14]2[C:18](OS(C(F)(F)F)(=O)=O)=[CH:17][C:16]([C:27]([O:29][CH2:30][CH3:31])=[O:28])=[N:15]2)=[CH:10][CH:9]=1)[C:2]1[CH:7]=[CH:6][CH:5]=[CH:4][CH:3]=1.C([O-])([O-])=O.[K+].[K+].C(C1C(C2C=CC(OC3C=CC=CC=3)=CC=2)=CC([CH:60]2[CH2:65][CH2:64][N:63]([C:66]([O:68][C:69]([CH3:72])([CH3:71])[CH3:70])=[O:67])[CH2:62][CH2:61]2)=CC=1)(=O)N, predict the reaction product. (5) Given the reactants [OH:1][CH2:2][C@H:3]1[O:7][C:6](=[O:8])[CH2:5][CH2:4]1.CN(C)CC.[Si](Cl)(C)(C)C.[Li+].C[Si]([N-][Si](C)(C)C)(C)C.Br[CH2:30][C:31]1[C:36]([Cl:37])=[CH:35][C:34]([C:38]2[CH:43]=[CH:42][C:41]([C:44]([N:46]3[CH2:51][CH2:50][CH:49]([C:52]([F:55])([F:54])[F:53])[CH2:48][CH2:47]3)=[O:45])=[CH:40][CH:39]=2)=[CH:33][C:32]=1[Cl:56], predict the reaction product. The product is: [Cl:56][C:32]1[CH:33]=[C:34]([C:38]2[CH:39]=[CH:40][C:41]([C:44]([N:46]3[CH2:51][CH2:50][CH:49]([C:52]([F:55])([F:54])[F:53])[CH2:48][CH2:47]3)=[O:45])=[CH:42][CH:43]=2)[CH:35]=[C:36]([Cl:37])[C:31]=1[CH2:30][C@@H:5]1[CH2:4][C@@H:3]([CH2:2][OH:1])[O:7][C:6]1=[O:8]. (6) Given the reactants [OH:1][CH2:2][C:3]([CH2:7][OH:8])([CH2:5][OH:6])[CH3:4].CO[C:11]([CH3:13])=[CH2:12].S(=O)(=O)(O)O, predict the reaction product. The product is: [CH3:4][C:3]1([CH2:7][OH:8])[CH2:5][O:6][C:11]([CH3:13])([CH3:12])[O:1][CH2:2]1. (7) Given the reactants [NH2:1][C@H:2]([C:10]([OH:12])=[O:11])[CH2:3][C:4]1[CH:9]=[CH:8][CH:7]=[CH:6][CH:5]=1.[OH-].[Na+].[C:15](Cl)(=[O:24])[CH2:16][CH2:17][C:18]1[CH:23]=[CH:22][CH:21]=[CH:20][CH:19]=1.Cl, predict the reaction product. The product is: [C:4]1([CH2:3][C@H:2]([NH:1][C:15](=[O:24])[CH2:16][CH2:17][C:18]2[CH:23]=[CH:22][CH:21]=[CH:20][CH:19]=2)[C:10]([OH:12])=[O:11])[CH:9]=[CH:8][CH:7]=[CH:6][CH:5]=1.